Dataset: Full USPTO retrosynthesis dataset with 1.9M reactions from patents (1976-2016). Task: Predict the reactants needed to synthesize the given product. (1) Given the product [NH2:1][C:2]1[O:6][N:5]=[C:4]([CH2:7][CH3:8])[C:3]=1[Br:9], predict the reactants needed to synthesize it. The reactants are: [NH2:1][C:2]1[O:6][N:5]=[C:4]([CH2:7][CH3:8])[CH:3]=1.[Br:9]N1C(=O)CCC1=O. (2) Given the product [C:1]([N:8]1[CH2:11][CH:10]([CH2:12][N:13]([C:14]2[CH:19]=[CH:18][CH:17]=[CH:16][CH:15]=2)[C:20](=[O:23])[CH2:21][CH3:22])[CH2:9]1)([O:3][C:4]([CH3:6])([CH3:7])[CH3:5])=[O:2], predict the reactants needed to synthesize it. The reactants are: [C:1]([N:8]1[CH2:11][CH:10]([CH2:12][NH:13][C:14]2[CH:19]=[CH:18][CH:17]=[CH:16][CH:15]=2)[CH2:9]1)([O:3][C:4]([CH3:7])([CH3:6])[CH3:5])=[O:2].[C:20](Cl)(=[O:23])[CH2:21][CH3:22]. (3) Given the product [ClH:32].[F:31][C:11]1([C:14]2[S:15][C:16]([CH2:19][O:20][C:21]3[CH:26]=[CH:25][C:24]([S:27]([CH3:30])(=[O:29])=[O:28])=[CH:23][CH:22]=3)=[CH:17][N:18]=2)[CH2:10][CH2:9][NH:8][CH2:13][CH2:12]1, predict the reactants needed to synthesize it. The reactants are: C(OC([N:8]1[CH2:13][CH2:12][C:11]([F:31])([C:14]2[S:15][C:16]([CH2:19][O:20][C:21]3[CH:26]=[CH:25][C:24]([S:27]([CH3:30])(=[O:29])=[O:28])=[CH:23][CH:22]=3)=[CH:17][N:18]=2)[CH2:10][CH2:9]1)=O)(C)(C)C.[ClH:32]. (4) Given the product [Br:1][CH:2]([C:4]1[CH:5]=[C:6]2[C:11](=[CH:12][CH:13]=1)[C:10]([C:14]([F:15])([F:16])[F:17])=[C:9]([O:18][C@H:19]1[CH2:20][CH2:21][C@@H:22]([CH2:25][CH3:26])[CH2:23][CH2:24]1)[CH:8]=[CH:7]2)[CH2:3][CH3:27], predict the reactants needed to synthesize it. The reactants are: [Br:1][CH:2]([C:4]1[CH:5]=[C:6]2[C:11](=[CH:12][CH:13]=1)[C:10]([C:14]([F:17])([F:16])[F:15])=[C:9]([O:18][C@H:19]1[CH2:24][CH2:23][C@@H:22]([CH2:25][CH3:26])[CH2:21][CH2:20]1)[CH:8]=[CH:7]2)[CH3:3].[CH2:27]([C@@H]1CC[C@H](OC2C(C(F)(F)F)=C3C(=CC=2)C=C(C(N2C4CCCC2CC(C(O)=O)C4)CC)C=C3)CC1)C.